From a dataset of Experimentally validated miRNA-target interactions with 360,000+ pairs, plus equal number of negative samples. Binary Classification. Given a miRNA mature sequence and a target amino acid sequence, predict their likelihood of interaction. (1) The miRNA is mmu-miR-290b-5p with sequence GCUUAAAACUAGGCGGCACUUU. The protein sequence of the target gene is MLCSLFLLLLAVGRVQTTRPCFPGCQCEEETFGLFDSFSLIRVDCSSLGPHIVPVPIPLDTAHLDLSSNRLETVNESVLAGPGYTTLAGLDLSYNLLTSIMPSAFSRLRYLESLDLSHNGLAALPAEIFTSSPLSDINLSHNRLREVSISAFTTHSQGRALHVDLSHNLIHRLLPHPARASLPAPTIQSLNLSWNRFRAVPDLRDLPLRYLSLDGNPLATINPDAFMGLAGLTHLSLASLQGILHLPPHGFRELPGLQVLDLSGNPKLKWAGAEVFSGLGLLQELDLSGSSLVPLPEMLL.... Result: 0 (no interaction). (2) The miRNA is hsa-miR-6499-3p with sequence AGCAGUGUUUGUUUUGCCCACA. The protein sequence of the target gene is MASLQRSRVLRCCSCRLFQAHQVKKSVKWTCKACGEKQSFLQAYGEGSGADCRRHVQKLNLLQGQVSELPLRSLEETVSASEEENVGHQQAGNVKQQEKSQPSESRWLKYLEKDSQELELEGTGVCFSKQPSSKMEEPGPRFSQDLPRKRKWSRSTVQPPCSRGVQDSGGSEVAWGPQKGQAGLTWKVKQGSSPCLQENSADCSAGELRGPGKELWSPIQQVTATSSKWAQFVLPPRKSSHVDSEQPRSLQRDPRPAGPAQAKQGTPRAQASREGLSRPTAAVQLPRATHPVTSGSERPC.... Result: 1 (interaction).